Task: Predict the product of the given reaction.. Dataset: Forward reaction prediction with 1.9M reactions from USPTO patents (1976-2016) (1) Given the reactants [CH:1]([N:14]1[CH2:17][CH:16]([CH3:18])[CH:15]1N)([C:8]1[CH:13]=[CH:12][CH:11]=[CH:10][CH:9]=1)[C:2]1[CH:7]=[CH:6][CH:5]=[CH:4][CH:3]=1.[C:20](O[C:20]([O:22][C:23]([CH3:26])([CH3:25])[CH3:24])=[O:21])([O:22][C:23]([CH3:26])([CH3:25])[CH3:24])=[O:21].C([N:37](CC)CC)C.C(=O)(O)[O-].[Na+], predict the reaction product. The product is: [C:23]([O:22][C:20](=[O:21])[NH:37][C:16]1([CH3:18])[CH2:17][N:14]([CH:1]([C:8]2[CH:13]=[CH:12][CH:11]=[CH:10][CH:9]=2)[C:2]2[CH:7]=[CH:6][CH:5]=[CH:4][CH:3]=2)[CH2:15]1)([CH3:26])([CH3:25])[CH3:24]. (2) Given the reactants Cl[C:2]1[N:7]=[CH:6][C:5]([I:8])=[CH:4][N:3]=1.[NH:9]1[CH2:14][CH2:13][O:12][CH2:11][CH2:10]1, predict the reaction product. The product is: [I:8][C:5]1[CH:4]=[N:3][C:2]([N:9]2[CH2:14][CH2:13][O:12][CH2:11][CH2:10]2)=[N:7][CH:6]=1. (3) Given the reactants [F:1][C:2]1[C:3]([C:14]#[N:15])=[N:4][CH:5]=[CH:6][C:7]=1[C:8]1[CH:9]=[N:10][CH:11]=[N:12][CH:13]=1.C(OO)(=[O:18])C.S(=O)(=O)(O)O.[OH-].[Na+], predict the reaction product. The product is: [F:1][C:2]1[C:3]([C:14]#[N:15])=[N:4][CH:5]=[CH:6][C:7]=1[C:8]1[C:13]([OH:18])=[N:12][CH:11]=[N:10][CH:9]=1.